This data is from hERG channel blocking data for cardiac toxicity assessment. The task is: Regression/Classification. Given a drug SMILES string, predict its toxicity properties. Task type varies by dataset: regression for continuous values (e.g., LD50, hERG inhibition percentage) or binary classification for toxic/non-toxic outcomes (e.g., AMES mutagenicity, cardiotoxicity, hepatotoxicity). Dataset: herg. The drug is O=C1CCc2ccc(OCCCCN3CCN(c4cccc(Cl)c4Cl)CC3)cc2N1. The result is 1 (blocker).